From a dataset of Forward reaction prediction with 1.9M reactions from USPTO patents (1976-2016). Predict the product of the given reaction. (1) Given the reactants [CH2:1]([O:8][C:9]1[C:14]([CH2:15]/[CH:16]=[CH:17]/[CH3:18])=[CH:13][C:12](Br)=[CH:11][C:10]=1[NH:20][C:21]([NH:23][C:24]1[CH:29]=[CH:28][C:27]([CH3:30])=[CH:26][CH:25]=1)=[O:22])[C:2]1[CH:7]=[CH:6][CH:5]=[CH:4][CH:3]=1.[F:31][C:32]1[CH:33]=[CH:34][C:35]([C:41]([OH:43])=[O:42])=[C:36](B(O)O)[CH:37]=1.BrC1C=C(C(C2C=CC=CC=2)C=C)C(OCCC)=C(NC(NC2C=CC(C)=CC=2)=O)C=1, predict the reaction product. The product is: [CH2:1]([O:8][C:9]1[C:10]([NH:20][C:21]([NH:23][C:24]2[CH:29]=[CH:28][C:27]([CH3:30])=[CH:26][CH:25]=2)=[O:22])=[CH:11][C:12]([C:34]2[C:35]([C:41]([OH:43])=[O:42])=[CH:36][CH:37]=[C:32]([F:31])[CH:33]=2)=[CH:13][C:14]=1[CH2:15]/[CH:16]=[CH:17]/[CH3:18])[C:2]1[CH:7]=[CH:6][CH:5]=[CH:4][CH:3]=1. (2) Given the reactants [H-].[Na+].[H][H].Cl.[Cl:6][C:7]1[CH:12]=[CH:11][CH:10]=[C:9]([Cl:13])[C:8]=1[C:14]1[CH:18]=[C:17]([C:19]2[CH:24]=[C:23]([NH2:25])[CH:22]=[CH:21][N:20]=2)[O:16][N:15]=1.[CH2:26]=O.[CH:28]([OH:31])([CH3:30])[CH3:29], predict the reaction product. The product is: [Cl:13][C:9]1[CH:10]=[CH:11][CH:12]=[C:7]([Cl:6])[C:8]=1[C:14]1[CH:18]=[C:17]([C:19]2[CH:24]=[C:23]([NH:25][CH2:26][O:31][CH:28]([CH3:30])[CH3:29])[CH:22]=[CH:21][N:20]=2)[O:16][N:15]=1. (3) Given the reactants [OH:1][CH2:2][C:3]#[C:4][C:5]1[CH:6]=[C:7]([CH:11]([C:22]2[CH:27]=[CH:26][CH:25]=[CH:24][C:23]=2[CH3:28])[CH2:12][C:13]([C:15]2[CH:20]=[CH:19][N:18]=[C:17]([CH3:21])[CH:16]=2)=O)[CH:8]=[CH:9][CH:10]=1.Cl.[NH2:30][OH:31].C([O-])(O)=O.[Na+], predict the reaction product. The product is: [OH:1][CH2:2][C:3]#[C:4][C:5]1[CH:6]=[C:7]([CH:11]([C:22]2[CH:27]=[CH:26][CH:25]=[CH:24][C:23]=2[CH3:28])[CH2:12][C:13]([C:15]2[CH:20]=[CH:19][N:18]=[C:17]([CH3:21])[CH:16]=2)=[N:30][OH:31])[CH:8]=[CH:9][CH:10]=1. (4) Given the reactants [Cl:1][C:2]1[CH:7]=[CH:6][C:5]([S:8][CH:9]([CH2:13][CH2:14][CH2:15][CH3:16])[C:10]([OH:12])=O)=[CH:4][CH:3]=1.[NH2:17][C:18]1[CH:23]=[CH:22][CH:21]=[CH:20][N:19]=1, predict the reaction product. The product is: [N:19]1[CH:20]=[CH:21][CH:22]=[CH:23][C:18]=1[NH:17][C:10](=[O:12])[CH:9]([S:8][C:5]1[CH:4]=[CH:3][C:2]([Cl:1])=[CH:7][CH:6]=1)[CH2:13][CH2:14][CH2:15][CH3:16].